Regression. Given a peptide amino acid sequence and an MHC pseudo amino acid sequence, predict their binding affinity value. This is MHC class II binding data. From a dataset of Peptide-MHC class II binding affinity with 134,281 pairs from IEDB. (1) The peptide sequence is AAPANDKFTVFEAAF. The MHC is DRB1_0901 with pseudo-sequence DRB1_0901. The binding affinity (normalized) is 0.442. (2) The peptide sequence is MVGTILEMLGTRLDQ. The MHC is HLA-DQA10102-DQB10602 with pseudo-sequence HLA-DQA10102-DQB10602. The binding affinity (normalized) is 0.396. (3) The peptide sequence is INEPTAAAWAYGLDR. The MHC is HLA-DQA10401-DQB10402 with pseudo-sequence HLA-DQA10401-DQB10402. The binding affinity (normalized) is 0.542.